Task: Predict the reactants needed to synthesize the given product.. Dataset: Full USPTO retrosynthesis dataset with 1.9M reactions from patents (1976-2016) (1) Given the product [CH2:24]1[C:23]2[C:18](=[CH:19][CH:20]=[CH:21][CH:22]=2)[CH2:17][CH:16]1[C@H:12]1[NH:11][C:9](=[O:10])[C@@H:42]([C@@H:44]([CH3:45])[CH2:46][CH3:47])[N:43]([C@H:26]([C:53]2[N:54]=[C:50]([CH3:49])[O:51][CH:52]=2)[C:27]([N:76]2[CH2:81][CH2:80][O:79][CH2:78][CH2:77]2)=[O:28])[C:13]1=[O:15], predict the reactants needed to synthesize it. The reactants are: C(O[C:9]([NH:11][C@H:12]([CH:16]1[CH2:24][C:23]2[C:18](=[CH:19][CH:20]=[CH:21][CH:22]=2)[CH2:17]1)[C:13]([OH:15])=O)=[O:10])C1C=CC=CC=1.F[C:26](F)(F)[CH2:27][OH:28].C(N(CC)CC)C.Cl.COC(=O)[C@@H:42]([C@H:44]([CH2:46][CH3:47])[CH3:45])[NH2:43].[CH3:49][C:50]1[O:51][CH:52]=[C:53](C=O)[N:54]=1.C(N1C=CN=C1)(N1C=CN=C1)=O.CC(C)(C)C(Cl)=O.[NH:76]1[CH2:81][CH2:80][O:79][CH2:78][CH2:77]1. (2) Given the product [C:1]([O:4][CH2:5][C:6]([CH3:37])([CH3:36])[CH2:7][N:8]1[C:14]2[CH:15]=[CH:16][C:17]([Cl:19])=[CH:18][C:13]=2[C@@H:12]([C:20]2[CH:25]=[CH:24][CH:23]=[C:22]([O:26][CH3:27])[C:21]=2[O:28][CH3:29])[O:11][C@H:10]([CH2:30][CH2:31][CH2:32][C:33]#[N:34])[C:9]1=[O:35])(=[O:3])[CH3:2], predict the reactants needed to synthesize it. The reactants are: [C:1]([O:4][CH2:5][C:6]([CH3:37])([CH3:36])[CH2:7][N:8]1[C:14]2[CH:15]=[CH:16][C:17]([Cl:19])=[CH:18][C:13]=2[C@@H:12]([C:20]2[CH:25]=[CH:24][CH:23]=[C:22]([O:26][CH3:27])[C:21]=2[O:28][CH3:29])[O:11][C@H:10]([CH2:30]/[CH:31]=[CH:32]/[C:33]#[N:34])[C:9]1=[O:35])(=[O:3])[CH3:2].[Mg].C(N(CC)CC)C.C(Cl)(=O)C.